From a dataset of Experimentally validated miRNA-target interactions with 360,000+ pairs, plus equal number of negative samples. Binary Classification. Given a miRNA mature sequence and a target amino acid sequence, predict their likelihood of interaction. (1) The miRNA is hsa-miR-4448 with sequence GGCUCCUUGGUCUAGGGGUA. The protein sequence of the target gene is MDPLGDTLRRLREAFHAGRTRPAEFRAAQLQGLGRFLQENKQLLHDALAQDLHKSAFESEVSEVAISQGEVTLALRNLRAWMKDERVPKNLATQLDSAFIRKEPFGLVLIIAPWNYPLNLTLVPLVGALAAGNCVVLKPSEISKNVEKILAEVLPQYVDQSCFAVVLGGPQETGQLLEHRFDYIFFTGSPRVGKIVMTAAAKHLTPVTLELGGKNPCYVDDNCDPQTVANRVAWFRYFNAGQTCVAPDYVLCSPEMQERLLPALQSTITRFYGDDPQSSPNLGRIINQKQFQRLRALLGC.... Result: 0 (no interaction). (2) The miRNA is mmu-miR-1b-5p with sequence UACAUACUUCUUUACAUUCCA. The protein sequence of the target gene is MGSVTSKTNDELESFLNKRLGGSMTSSNKTVSVLLGAQWGDEGKGKIIDYLIENHKINVTARCQGGNNAGHTVVANGRKYDFHILPSGIISPTCFNVIGNGVVVNLDAFFSELAHNGILEESGWEKRIMISSEAHLVFGVHSQVDGRQEDSLAAKNKIGTTNRGIGPTYSSKCFRNGIRVADLMADFEEFSEKYRRLVEHYKKQFPSIEVNVDEELAKFKQHREKLAELKLVGDTVGFIHEQRNAGKQVLVEGANGALLDIDFGTYPYVTSSNSTVGGACTGIGVPPTAVGNVIGVVKAY.... Result: 0 (no interaction). (3) The miRNA is hsa-miR-21-3p with sequence CAACACCAGUCGAUGGGCUGU. The protein sequence of the target gene is MAADVSVTHRPPLSPKSGAEVEAGDAAERRAPEEELPPLDPEEIRKRLEHTERQFRNRRKILIRGLPGDVTNQEVHDLLSDYELKYCFVDKYKGTAFVTLLNGEQAEAAINAFHQSRLRERELSVQLQPTDALLCVANLPPSLTQQQFEELVRPFGSLERCFLVYSERTGQSKGYGFAEYMKKDSAARAKSDLLGKPLGPRTLYVHWTDAGQLTPALLHSRCLCVDRLPPGFNDVDALCRALSAVHSPTFCQLACGQDGQLKGFAVLEYETAEMAEEAQQQADGLSLGGSHLRVSFCAPG.... Result: 0 (no interaction). (4) The protein sequence of the target gene is MAPLLGRKPFPLVKPLPGEEPLFTIPHTQEAFRTREEYEARLERYSERIWTCKSTGSSQLTHKEAWEEEQEVAELLKEEFPAWYEKLVLEMVHHNTASLEKLVDTAWLEIMTKYAVGEECDFEVGKEKMLKVKIVKIHPLEKVDEEATEKKSDGACDSPSSDKENSSQIAQDHQKKETVVKEDEGRRESINDRARRSPRKLPTSLKKGERKWAPPKFLPHKYDVKLQNEDKIISNVPADSLIRTERPPNKEIVRYFIRHNALRAGTGENAPWVVEDELVKKYSLPSKFSDFLLDPYKYMT.... Result: 1 (interaction). The miRNA is hsa-let-7b-5p with sequence UGAGGUAGUAGGUUGUGUGGUU. (5) The protein sequence of the target gene is MADFSVFLGFLKQIPRCLSIFFTYLLFLQLWEVNSDKVWVLGPEESILARVGEAVEFPCRLSSYQDAEHMEIRWFRAQVSNVVYLYQEPQGRSSLQMAQFRNRTLFEAYDIAEGSVNLHILKVLPSDEGRYGCRFLSDNFSGEATWELEVAGSGSDPHISLQGFSGEGIQLQCSSSGWYPKPKVQWRGHQGQCLSPESEAITQNAQGLFSLETSVIVRGGAHSNVSCIIQNPLLPQKKEFVIQIADVFLPRMSPWKKAFVGTLVVLPLSLIVLTMLALRYFYKLRSFQEKQVKQGEEVRE.... The miRNA is mmu-miR-24-3p with sequence UGGCUCAGUUCAGCAGGAACAG. Result: 0 (no interaction).